This data is from Reaction yield outcomes from USPTO patents with 853,638 reactions. The task is: Predict the reaction yield, written as a fraction of the theoretical maximum amount of product (1.0 means a 100% yield; for example, 0.34 means a 34% yield). (1) The reactants are [CH3:1][CH:2]1[O:7][CH:6]([CH3:8])[CH:5]2[C:9]3([CH2:18][C:19]4[C:24]([N:4]2[C:3]1=[O:33])=[CH:23][CH:22]=[C:21]([NH:25]C(=O)OC(C)(C)C)[CH:20]=4)[C:14](=[O:15])[NH:13][C:12](=[O:16])[NH:11][C:10]3=[O:17].[ClH:34].O1CCOCC1. The catalyst is C(Cl)Cl. The product is [ClH:34].[NH2:25][C:21]1[CH:20]=[C:19]2[C:24](=[CH:23][CH:22]=1)[N:4]1[C:3](=[O:33])[CH:2]([CH3:1])[O:7][CH:6]([CH3:8])[CH:5]1[C:9]1([C:14](=[O:15])[NH:13][C:12](=[O:16])[NH:11][C:10]1=[O:17])[CH2:18]2. The yield is 0.990. (2) The reactants are [OH:1][C:2]1([CH2:15][CH:16]=O)[CH2:14][CH2:13][C:5]2([O:10][CH2:9][C:8]([CH3:12])([CH3:11])[CH2:7][O:6]2)[CH2:4][CH2:3]1.[C:18]1([C@@H:24]([NH2:26])[CH3:25])[CH:23]=[CH:22][CH:21]=[CH:20][CH:19]=1. No catalyst specified. The product is [CH3:11][C:8]1([CH3:12])[CH2:9][O:10][C:5]2([CH2:13][CH2:14][C:2]([CH2:15][CH2:16][NH:26][C@H:24]([C:18]3[CH:23]=[CH:22][CH:21]=[CH:20][CH:19]=3)[CH3:25])([OH:1])[CH2:3][CH2:4]2)[O:6][CH2:7]1. The yield is 0.620.